Dataset: Forward reaction prediction with 1.9M reactions from USPTO patents (1976-2016). Task: Predict the product of the given reaction. (1) Given the reactants Br[CH2:2][CH2:3][CH2:4][CH2:5][C:6]([NH:8][C:9]1[CH2:14][CH2:13][CH2:12][CH2:11][C:10]=1[C:15]([O:17][CH2:18][CH3:19])=[O:16])=[O:7].[N:20]1([C:26]2[CH:35]=[CH:34][C:33]3[C:28](=[CH:29][CH:30]=[CH:31][CH:32]=3)[N:27]=2)[CH2:25][CH2:24][NH:23][CH2:22][CH2:21]1.C(N(CC)CC)C, predict the reaction product. The product is: [N:27]1[C:28]2[C:33](=[CH:32][CH:31]=[CH:30][CH:29]=2)[CH:34]=[CH:35][C:26]=1[N:20]1[CH2:25][CH2:24][N:23]([CH2:2][CH2:3][CH2:4][CH2:5][C:6]([NH:8][C:9]2[CH2:14][CH2:13][CH2:12][CH2:11][C:10]=2[C:15]([O:17][CH2:18][CH3:19])=[O:16])=[O:7])[CH2:22][CH2:21]1. (2) Given the reactants C(N=C([N:12]1[CH2:17][CH2:16][C:15]([CH2:24][CH2:25][N:26]2[CH:31]3[CH2:32][CH2:33][CH:27]2[CH2:28][CH:29]([N:34]2[C:38]4[CH:39]=[CH:40][CH:41]=[CH:42][C:37]=4[N:36]=[C:35]2[CH3:43])[CH2:30]3)([C:18]2[CH:23]=[CH:22][CH:21]=[CH:20][CH:19]=2)[CH2:14][CH2:13]1)OC1C=CC=CC=1)#N.[NH3:44], predict the reaction product. The product is: [C:29]([N:34]=[C:35]([N:12]1[CH2:13][CH2:14][C:15]([CH2:24][CH2:25][N:26]2[CH:31]3[CH2:32][CH2:33][CH:27]2[CH2:28][CH:29]([N:34]2[C:38]4[CH:39]=[CH:40][CH:41]=[CH:42][C:37]=4[N:36]=[C:35]2[CH3:43])[CH2:30]3)([C:18]2[CH:23]=[CH:22][CH:21]=[CH:20][CH:19]=2)[CH2:16][CH2:17]1)[NH2:36])#[N:44]. (3) The product is: [Br:25][C:18]1[C:17]2[C:21](=[CH:22][CH:23]=[C:15]([NH:14][C:7]3[N:6]=[CH:5][C:4]([CH:1]4[CH2:3][CH2:2]4)=[CH:13][C:8]=3[C:9]([O:11][CH3:12])=[O:10])[CH:16]=2)[N:20]([CH3:24])[CH:19]=1. Given the reactants [CH:1]1([C:4]2[CH:5]=[N:6][C:7]([NH:14][C:15]3[CH:16]=[C:17]4[C:21](=[CH:22][CH:23]=3)[N:20]([CH3:24])[CH:19]=[CH:18]4)=[C:8]([CH:13]=2)[C:9]([O:11][CH3:12])=[O:10])[CH2:3][CH2:2]1.[Br:25]N1C(=O)CCC1=O, predict the reaction product. (4) Given the reactants [N+:1]([C:4]1[CH:10]=[C:9]([O:11][C:12]([F:15])([F:14])[F:13])[CH:8]=[CH:7][C:5]=1[NH2:6])([O-:3])=[O:2].Br[C:17]1[C:18]([CH3:27])=[C:19]([CH:24]=[CH:25][CH:26]=1)[C:20]([O:22][CH3:23])=[O:21].P([O-])([O-])([O-])=O.[K+].[K+].[K+].O, predict the reaction product. The product is: [CH3:27][C:18]1[C:17]([NH:6][C:5]2[CH:7]=[CH:8][C:9]([O:11][C:12]([F:13])([F:14])[F:15])=[CH:10][C:4]=2[N+:1]([O-:3])=[O:2])=[CH:26][CH:25]=[CH:24][C:19]=1[C:20]([O:22][CH3:23])=[O:21]. (5) The product is: [CH2:2]([O:9][C:10]1[CH:19]=[C:18]2[C:13]([C:14]([Cl:20])=[N:15][CH:16]=[N:17]2)=[CH:12][C:11]=1[O:21][CH3:22])[C:3]1[CH:8]=[CH:7][CH:6]=[CH:5][CH:4]=1. Given the reactants Cl.[CH2:2]([O:9][C:10]1[CH:19]=[C:18]2[C:13]([C:14]([Cl:20])=[N:15][CH:16]=[N:17]2)=[CH:12][C:11]=1[O:21][CH3:22])[C:3]1[CH:8]=[CH:7][CH:6]=[CH:5][CH:4]=1, predict the reaction product. (6) Given the reactants Cl.[Br:2][C:3]1[CH:10]=[CH:9][C:6]([NH:7][CH3:8])=[C:5]([N+:11]([O-])=O)[CH:4]=1.C(=O)([O-])[O-].[K+].[K+], predict the reaction product. The product is: [Br:2][C:3]1[CH:4]=[C:5]([NH2:11])[C:6]([NH:7][CH3:8])=[CH:9][CH:10]=1. (7) Given the reactants [Sn](Cl)(Cl)(Cl)Cl.[CH3:6][O:7][C:8]([C:10]1[S:11][C:12]([C:18]#[C:19][CH:20]2[CH2:22][CH2:21]2)=[CH:13][C:14]=1[N+:15]([O-])=O)=[O:9], predict the reaction product. The product is: [CH3:6][O:7][C:8]([C:10]1[S:11][C:12]([C:18]#[C:19][CH:20]2[CH2:21][CH2:22]2)=[CH:13][C:14]=1[NH2:15])=[O:9]. (8) Given the reactants [NH2:1][C:2]1[N:3]([CH3:8])[N:4]=[CH:5][C:6]=1[Br:7].C(N(CC)CC)C.[C:16]1([C:25]2[CH:30]=[CH:29][CH:28]=[CH:27][CH:26]=2)[CH:21]=[CH:20][C:19]([C:22](Cl)=[O:23])=[CH:18][CH:17]=1, predict the reaction product. The product is: [Br:7][C:6]1[CH:5]=[N:4][N:3]([CH3:8])[C:2]=1[NH:1][C:22]([C:19]1[CH:20]=[CH:21][C:16]([C:25]2[CH:26]=[CH:27][CH:28]=[CH:29][CH:30]=2)=[CH:17][CH:18]=1)=[O:23]. (9) Given the reactants Cl[C:2]1[C:11]2[C:6](=[CH:7][C:8]([O:14][CH3:15])=[C:9]([O:12][CH3:13])[CH:10]=2)[N:5]=[CH:4][CH:3]=1.[OH:16][C:17]1[CH:24]=[C:23]([O:25][CH3:26])[CH:22]=[CH:21][C:18]=1[CH:19]=[O:20].O, predict the reaction product. The product is: [CH3:13][O:12][C:9]1[CH:10]=[C:11]2[C:6](=[CH:7][C:8]=1[O:14][CH3:15])[N:5]=[CH:4][CH:3]=[C:2]2[O:16][C:17]1[CH:24]=[C:23]([O:25][CH3:26])[CH:22]=[CH:21][C:18]=1[CH:19]=[O:20]. (10) Given the reactants [N+:1]([C:4]1[CH:9]=[CH:8][C:7](B(O)O)=[CH:6][CH:5]=1)([O-:3])=[O:2].Cl[C:14]1[CH:19]=[CH:18][N:17]=[CH:16][C:15]=1[F:20].C(=O)([O-])[O-].[K+].[K+], predict the reaction product. The product is: [F:20][C:15]1[CH:16]=[N:17][CH:18]=[CH:19][C:14]=1[C:7]1[CH:8]=[CH:9][C:4]([N+:1]([O-:3])=[O:2])=[CH:5][CH:6]=1.